This data is from Full USPTO retrosynthesis dataset with 1.9M reactions from patents (1976-2016). The task is: Predict the reactants needed to synthesize the given product. (1) Given the product [CH3:1][O:2][C:3]1[CH:4]=[C:5]2[C:10](=[CH:11][C:12]=1[O:13][CH3:14])[N:9]=[CH:8][N:7]=[C:6]2[O:15][C:16]1[CH:17]=[C:18]([NH:19][C:35]([NH:34][C:32]2[O:31][N:30]=[C:29]([C:26]([CH3:28])([CH3:27])[CH2:25][O:24][CH3:23])[CH:33]=2)=[O:36])[CH:20]=[CH:21][CH:22]=1, predict the reactants needed to synthesize it. The reactants are: [CH3:1][O:2][C:3]1[CH:4]=[C:5]2[C:10](=[CH:11][C:12]=1[O:13][CH3:14])[N:9]=[CH:8][N:7]=[C:6]2[O:15][C:16]1[CH:17]=[C:18]([CH:20]=[CH:21][CH:22]=1)[NH2:19].[CH3:23][O:24][CH2:25][C:26]([C:29]1[CH:33]=[C:32]([NH:34][C:35](=O)[O:36]C2C=CC=CC=2)[O:31][N:30]=1)([CH3:28])[CH3:27].COC1C=C2C(=CC=1OC)N=CN=C2OC1C=C(NC(NC2ON=C(C(C)C)C=2)=O)C=CC=1. (2) Given the product [CH2:1]([O:3][C:4](=[O:13])[C:5]1[CH:10]=[CH:9][C:8]([N:14]2[CH2:19][CH2:18][NH:17][CH2:16][CH2:15]2)=[C:7]([F:12])[CH:6]=1)[CH3:2], predict the reactants needed to synthesize it. The reactants are: [CH2:1]([O:3][C:4](=[O:13])[C:5]1[CH:10]=[CH:9][C:8](F)=[C:7]([F:12])[CH:6]=1)[CH3:2].[NH:14]1[CH2:19][CH2:18][NH:17][CH2:16][CH2:15]1. (3) The reactants are: [CH2:1]([O:3][C:4]([C:6]1[CH:7]=[N:8][N:9]2[C:14]([OH:15])=[C:13]([C:16]([OH:18])=O)[CH:12]=[N:11][C:10]=12)=[O:5])[CH3:2].Cl.[O:20]=[C:21]1[C:34]2[C:29](=[CH:30][CH:31]=[CH:32][CH:33]=2)[C:23]2([CH2:28][CH2:27][NH:26][CH2:25][CH2:24]2)[O:22]1. Given the product [CH2:1]([O:3][C:4]([C:6]1[CH:7]=[N:8][N:9]2[C:14]([OH:15])=[C:13]([C:16]([N:26]3[CH2:27][CH2:28][C:23]4([C:29]5[C:34](=[CH:33][CH:32]=[CH:31][CH:30]=5)[C:21](=[O:20])[O:22]4)[CH2:24][CH2:25]3)=[O:18])[CH:12]=[N:11][C:10]=12)=[O:5])[CH3:2], predict the reactants needed to synthesize it. (4) Given the product [Br:22][C:10]1[C:11](=[O:18])[CH:12]2[CH:16]([C:9]=1[C:6]1[CH:7]=[CH:8][C:3]([OH:2])=[CH:4][CH:5]=1)[CH2:15][C:14](=[CH2:17])[CH2:13]2, predict the reactants needed to synthesize it. The reactants are: C[O:2][C:3]1[CH:8]=[CH:7][C:6]([C:9]2[CH:16]3[CH:12]([CH2:13][C:14](=[CH2:17])[CH2:15]3)[C:11](=[O:18])[CH:10]=2)=[CH:5][CH:4]=1.BrBr.B(Br)(Br)[Br:22].CC(O)=O. (5) Given the product [CH3:1][C:2]1[N:7]=[C:6]([NH:8][S:9]([C:12]2[CH:17]=[CH:16][C:15]([C:18]3[CH:19]=[CH:20][C:21]([C:24]([NH2:25])=[O:26])=[CH:22][CH:23]=3)=[CH:14][CH:13]=2)(=[O:11])=[O:10])[CH:5]=[CH:4][CH:3]=1, predict the reactants needed to synthesize it. The reactants are: [CH3:1][C:2]1[N:7]=[C:6]([NH:8][S:9]([C:12]2[CH:17]=[CH:16][C:15]([C:18]3[CH:23]=[CH:22][C:21]([C:24]#[N:25])=[CH:20][CH:19]=3)=[CH:14][CH:13]=2)(=[O:11])=[O:10])[CH:5]=[CH:4][CH:3]=1.[OH-:26].[Na+]. (6) Given the product [F:1][C:2]1[CH:7]=[CH:6][C:5]([C:8]2[CH2:13][CH2:12][N:11]([CH2:14][CH2:15][CH2:16][C:17]3[NH:18][C:23](=[O:22])[C:24]4[CH:29]=[CH:28][CH:27]=[N:26][C:25]=4[N:19]=3)[CH2:10][CH:9]=2)=[CH:4][CH:3]=1, predict the reactants needed to synthesize it. The reactants are: [F:1][C:2]1[CH:7]=[CH:6][C:5]([C:8]2[CH2:9][CH2:10][N:11]([CH2:14][CH2:15][CH2:16][C:17](=[NH:19])[NH2:18])[CH2:12][CH:13]=2)=[CH:4][CH:3]=1.N1[C:25]2[N:26]=[CH:27][CH:28]=[CH:29][C:24]=2[C:23](=O)[O:22]C1=O.